The task is: Predict the product of the given reaction.. This data is from Forward reaction prediction with 1.9M reactions from USPTO patents (1976-2016). (1) Given the reactants Cl[C:2]1[C:7]([F:8])=[CH:6][C:5]([C:9]2[C:18]3[C:13](=[CH:14][C:15]([S:19]([NH:22][C:23]4[S:24][CH:25]=[N:26][N:27]=4)(=[O:21])=[O:20])=[CH:16][CH:17]=3)[CH:12]=[CH:11][N:10]=2)=[C:4]([O:28][CH3:29])[CH:3]=1.[F:30][C:31]1[CH:32]=[C:33](B(O)O)[CH:34]=[C:35]([F:37])[CH:36]=1.P([O-])([O-])([O-])=O.[K+].[K+].[K+], predict the reaction product. The product is: [S:24]1[CH:25]=[N:26][N:27]=[C:23]1[NH:22][S:19]([C:15]1[CH:14]=[C:13]2[C:18](=[CH:17][CH:16]=1)[C:9]([C:5]1[C:4]([O:28][CH3:29])=[CH:3][C:2]([C:33]3[CH:32]=[C:31]([F:30])[CH:36]=[C:35]([F:37])[CH:34]=3)=[C:7]([F:8])[CH:6]=1)=[N:10][CH:11]=[CH:12]2)(=[O:20])=[O:21]. (2) Given the reactants [NH2:1][CH:2]1[CH2:11][CH2:10][C:9]2[CH:8]=[C:7]([C:12]([O:14][CH3:15])=[O:13])[CH:6]=[CH:5][C:4]=2[CH2:3]1.C(N(CC)CC)C.[CH3:23][C:24]([CH3:29])([CH3:28])[C:25](Cl)=[O:26], predict the reaction product. The product is: [CH3:23][C:24]([CH3:29])([CH3:28])[C:25]([NH:1][CH:2]1[CH2:11][CH2:10][C:9]2[CH:8]=[C:7]([C:12]([O:14][CH3:15])=[O:13])[CH:6]=[CH:5][C:4]=2[CH2:3]1)=[O:26].